Dataset: Peptide-MHC class II binding affinity with 134,281 pairs from IEDB. Task: Regression. Given a peptide amino acid sequence and an MHC pseudo amino acid sequence, predict their binding affinity value. This is MHC class II binding data. (1) The peptide sequence is GELQIVDKIQAAFKI. The MHC is DRB1_0404 with pseudo-sequence DRB1_0404. The binding affinity (normalized) is 0.585. (2) The peptide sequence is FVAAAKYMVIQGEPG. The MHC is DRB1_0301 with pseudo-sequence DRB1_0301. The binding affinity (normalized) is 0.234. (3) The peptide sequence is QYENLKYTVIITVHT. The MHC is DRB1_1501 with pseudo-sequence DRB1_1501. The binding affinity (normalized) is 0.532.